Dataset: Reaction yield outcomes from USPTO patents with 853,638 reactions. Task: Predict the reaction yield, written as a fraction of the theoretical maximum amount of product (1.0 means a 100% yield; for example, 0.34 means a 34% yield). (1) The reactants are [NH2:1][C:2]1[CH:3]=[CH:4][C:5]([O:11][C:12](=[O:15])[CH2:13][CH3:14])=[C:6]([CH:10]=1)[C:7]([OH:9])=[O:8].[F:16][C:17]1[C:24]([F:25])=[C:23]([C:26]([F:29])([F:28])[F:27])[C:22]([F:30])=[C:21]([F:31])[C:18]=1[CH2:19]Br. The catalyst is [I-].C([N+](CCCC)(CCCC)CCCC)CCC.CN(C=O)C. The product is [C:12]([O:11][C:5]1[CH:4]=[CH:3][C:2]([NH:1][CH2:19][C:18]2[C:21]([F:31])=[C:22]([F:30])[C:23]([C:26]([F:27])([F:29])[F:28])=[C:24]([F:25])[C:17]=2[F:16])=[CH:10][C:6]=1[C:7]([OH:9])=[O:8])(=[O:15])[CH2:13][CH3:14]. The yield is 0.510. (2) The reactants are [C:1]1([NH2:8])[CH:6]=[CH:5][CH:4]=[CH:3][C:2]=1[NH2:7].[Br:9][C:10]1[CH:11]=[C:12]([CH:15]=[CH:16][C:17]=1[OH:18])[CH:13]=O. The catalyst is CN(C=O)C. The product is [NH:7]1[C:2]2[CH:3]=[CH:4][CH:5]=[CH:6][C:1]=2[N:8]=[C:13]1[C:12]1[CH:15]=[CH:16][C:17]([OH:18])=[C:10]([Br:9])[CH:11]=1. The yield is 0.794. (3) The reactants are [NH2:1][C:2]1[C:7]([C:8]2[O:12][N:11]=[C:10]([CH2:13][C:14]3[CH:19]=[CH:18][C:17]([OH:20])=[CH:16][CH:15]=3)[CH:9]=2)=[CH:6][CH:5]=[CH:4][N:3]=1.O1CCCC1.[OH-].[Na+].[CH3:28][O:29][C:30]1[CH:31]=[C:32]([CH:35]=[CH:36][CH:37]=1)[CH2:33]Cl. The catalyst is CN(C)C=O. The product is [CH3:28][O:29][C:30]1[CH:31]=[C:32]([CH:35]=[CH:36][CH:37]=1)[CH2:33][O:20][C:17]1[CH:18]=[CH:19][C:14]([CH2:13][C:10]2[CH:9]=[C:8]([C:7]3[C:2]([NH2:1])=[N:3][CH:4]=[CH:5][CH:6]=3)[O:12][N:11]=2)=[CH:15][CH:16]=1. The yield is 0.810. (4) The reactants are C([Li])CCC.C(NC(C)C)(C)C.[Cl:13][C:14]1[CH:19]=[CH:18][CH:17]=[C:16]([F:20])[C:15]=1[CH:21]([F:23])[CH3:22].C(O[B:28]1[O:32][C:31]([CH3:34])([CH3:33])[C:30]([CH3:36])([CH3:35])[O:29]1)(C)C. The catalyst is C1COCC1.Cl. The product is [Cl:13][C:14]1[CH:19]=[CH:18][C:17]([B:28]2[O:32][C:31]([CH3:34])([CH3:33])[C:30]([CH3:36])([CH3:35])[O:29]2)=[C:16]([F:20])[C:15]=1[CH:21]([F:23])[CH3:22]. The yield is 0.940. (5) The reactants are [CH3:1][Si:2]([CH3:10])([CH3:9])[O:3][C:4]([CH3:8])([C:6]#[CH:7])[CH3:5].[Li]CCCC.CON(C)[C:19]([C:21]1[CH:29]=[CH:28][C:24]2=[N:25][O:26][N:27]=[C:23]2[CH:22]=1)=[O:20]. The catalyst is C1COCC1. The product is [N:25]1[O:26][N:27]=[C:23]2[CH:22]=[C:21]([C:19](=[O:20])[C:7]#[C:6][C:4]([CH3:8])([O:3][Si:2]([CH3:10])([CH3:9])[CH3:1])[CH3:5])[CH:29]=[CH:28][C:24]=12. The yield is 0.630.